Dataset: Full USPTO retrosynthesis dataset with 1.9M reactions from patents (1976-2016). Task: Predict the reactants needed to synthesize the given product. Given the product [CH2:8]([O:7][C:1]([C:2]1[CH:17]([C:16]2[CH:19]=[CH:20][C:13]([C:11]#[N:12])=[CH:14][C:15]=2[N+:21]([O-:23])=[O:22])[NH:35][C:33](=[O:34])[N:32]([C:28]2[CH:29]=[CH:30][CH:31]=[C:26]([C:25]([F:36])([F:37])[F:24])[CH:27]=2)[C:3]=1[CH3:5])=[O:6])[CH:9]=[CH2:10], predict the reactants needed to synthesize it. The reactants are: [C:1]([O:7][CH2:8][CH:9]=[CH2:10])(=[O:6])[CH2:2][C:3]([CH3:5])=O.[C:11]([C:13]1[CH:20]=[CH:19][C:16]([CH:17]=O)=[C:15]([N+:21]([O-:23])=[O:22])[CH:14]=1)#[N:12].[F:24][C:25]([F:37])([F:36])[C:26]1[CH:27]=[C:28]([NH:32][C:33]([NH2:35])=[O:34])[CH:29]=[CH:30][CH:31]=1.P(OCC)(OCC)(OCC)=O.